The task is: Predict the reaction yield, written as a fraction of the theoretical maximum amount of product (1.0 means a 100% yield; for example, 0.34 means a 34% yield).. This data is from Reaction yield outcomes from USPTO patents with 853,638 reactions. (1) The reactants are C[O:2][C:3](=[O:23])[C:4]1[C:5](=[C:10]([NH:14][C:15]2[CH:20]=[CH:19][C:18]([O:21][CH3:22])=[CH:17][CH:16]=2)[CH:11]=[CH:12][CH:13]=1)[C:6]([O:8]C)=[O:7].[OH-].[Na+]. The catalyst is C(O)C. The product is [CH3:22][O:21][C:18]1[CH:19]=[CH:20][C:15]([NH:14][C:10]2[CH:11]=[CH:12][CH:13]=[C:4]([C:3]([OH:23])=[O:2])[C:5]=2[C:6]([OH:8])=[O:7])=[CH:16][CH:17]=1. The yield is 0.850. (2) The reactants are [N:1]([CH2:4][CH2:5][CH2:6][C:7](=[N:14][NH:15][C:16](=[O:25])[C:17]1[CH:22]=[C:21]([F:23])[CH:20]=[CH:19][C:18]=1[F:24])[C:8]1[CH:13]=[CH:12][CH:11]=[CH:10][CH:9]=1)=[N+:2]=[N-:3].[CH3:26][O:27][C@@H:28]([CH3:38])[C:29](O[C:29](=[O:30])[C@@H:28]([O:27][CH3:26])[CH3:38])=[O:30]. The catalyst is ClCCCl. The product is [N:1]([CH2:4][CH2:5][CH2:6][C:7]1([C:8]2[CH:9]=[CH:10][CH:11]=[CH:12][CH:13]=2)[N:14]([C:29](=[O:30])[C@@H:28]([O:27][CH3:26])[CH3:38])[N:15]=[C:16]([C:17]2[CH:22]=[C:21]([F:23])[CH:20]=[CH:19][C:18]=2[F:24])[O:25]1)=[N+:2]=[N-:3]. The yield is 0.650. (3) The reactants are [Cl:1][C:2]1[CH:11]=[C:10]([Cl:12])[C:5]([C:6]([O:8]C)=O)=[C:4]([N+:13]([O-:15])=[O:14])[C:3]=1[O:16][CH3:17].[CH2:18]([NH2:21])[CH2:19][CH3:20]. The catalyst is S(Cl)(Cl)=O. The product is [Cl:1][C:2]1[CH:11]=[C:10]([Cl:12])[C:5]([C:6]([NH:21][CH2:18][CH2:19][CH3:20])=[O:8])=[C:4]([N+:13]([O-:15])=[O:14])[C:3]=1[O:16][CH3:17]. The yield is 0.920. (4) The reactants are [Br:1][C:2]1[CH:3]=[C:4]2[C:9](=[CH:10][CH:11]=1)[O:8][CH:7]=[CH:6][C:5]2=O.[CH3:13][NH:14][NH2:15].B(F)(F)F.CCOCC. The catalyst is C(O)C. The product is [Br:1][C:2]1[CH:11]=[CH:10][C:9]([OH:8])=[C:4]([C:5]2[N:14]([CH3:13])[N:15]=[CH:7][CH:6]=2)[CH:3]=1. The yield is 0.440. (5) The reactants are [F:1][C:2]1[C:7]([CH:8]=O)=[CH:6][CH:5]=[CH:4][C:3]=1[C:10]1[N:14]([S:15]([C:18]2[CH:19]=[N:20][CH:21]=[CH:22][CH:23]=2)(=[O:17])=[O:16])[CH:13]=[C:12]([CH2:24][N:25]([CH3:33])[C:26](=[O:32])[O:27][C:28]([CH3:31])([CH3:30])[CH3:29])[CH:11]=1.Cl.[NH2:35][OH:36].C([O-])(=O)C.[Na+].C(=O)([O-])O.[Na+]. The catalyst is CC(O)C. The product is [F:1][C:2]1[C:7]([CH:8]=[N:35][OH:36])=[CH:6][CH:5]=[CH:4][C:3]=1[C:10]1[N:14]([S:15]([C:18]2[CH:19]=[N:20][CH:21]=[CH:22][CH:23]=2)(=[O:16])=[O:17])[CH:13]=[C:12]([CH2:24][N:25]([CH3:33])[C:26](=[O:32])[O:27][C:28]([CH3:31])([CH3:30])[CH3:29])[CH:11]=1. The yield is 0.800. (6) The reactants are [CH2:1]([C:3]1[N:7]([C:8]2[N:16]=[C:15]3[C:11]([N:12]=[C:13]([CH:18]=O)[N:14]3[CH3:17])=[C:10]([N:20]3[CH2:25][CH2:24][O:23][CH2:22][CH2:21]3)[N:9]=2)[C:6]2[CH:26]=[CH:27][CH:28]=[CH:29][C:5]=2[N:4]=1)[CH3:2].[CH3:30][S:31]([N:34]1[CH2:39][CH2:38][NH:37][C:36]([CH3:41])([CH3:40])[CH2:35]1)(=[O:33])=[O:32].C(O[BH-](OC(=O)C)OC(=O)C)(=O)C.[Na+]. The catalyst is ClCCCl. The product is [CH3:40][C:36]1([CH3:41])[CH2:35][N:34]([S:31]([CH3:30])(=[O:33])=[O:32])[CH2:39][CH2:38][N:37]1[CH2:18][C:13]1[N:14]([CH3:17])[C:15]2[C:11]([N:12]=1)=[C:10]([N:20]1[CH2:21][CH2:22][O:23][CH2:24][CH2:25]1)[N:9]=[C:8]([N:7]1[C:6]3[CH:26]=[CH:27][CH:28]=[CH:29][C:5]=3[N:4]=[C:3]1[CH2:1][CH3:2])[N:16]=2. The yield is 0.130. (7) The reactants are [Br:1][C:2]1[CH:3]=[C:4]([OH:9])[C:5]([Cl:8])=[N:6][CH:7]=1.C([O-])([O-])=O.[Cs+].[Cs+].[CH2:16](Br)[C:17]1[CH:22]=[CH:21][CH:20]=[CH:19][CH:18]=1. The catalyst is CN(C=O)C.O. The product is [CH2:16]([O:9][C:4]1[C:5]([Cl:8])=[N:6][CH:7]=[C:2]([Br:1])[CH:3]=1)[C:17]1[CH:22]=[CH:21][CH:20]=[CH:19][CH:18]=1. The yield is 0.940.